This data is from Full USPTO retrosynthesis dataset with 1.9M reactions from patents (1976-2016). The task is: Predict the reactants needed to synthesize the given product. Given the product [F:1][C:2]1[CH:11]=[C:10]2[C:5]([CH:6]=[CH:7][C:8](=[O:15])[N:9]2[CH2:12][CH:13]=[O:19])=[N+:4]([O-:16])[CH:3]=1, predict the reactants needed to synthesize it. The reactants are: [F:1][C:2]1[CH:3]=[N+:4]([O-:16])[C:5]2[CH:6]=[CH:7][C:8](=[O:15])[N:9]([CH2:12][CH:13]=C)[C:10]=2[CH:11]=1.O.I([O-])(=O)(=O)=[O:19].[Na+].